Task: Predict the reaction yield, written as a fraction of the theoretical maximum amount of product (1.0 means a 100% yield; for example, 0.34 means a 34% yield).. Dataset: Reaction yield outcomes from USPTO patents with 853,638 reactions (1) The reactants are [NH2:1][C:2]1[CH:30]=[CH:29][C:5]2[NH:6][C:7]([C:12]3[C:13](=[O:28])[N:14]([CH2:23][CH2:24][CH:25]([CH3:27])[CH3:26])[C:15]4[C:20]([C:21]=3[OH:22])=[CH:19][CH:18]=[CH:17][N:16]=4)=[N:8][S:9](=[O:11])(=[O:10])[C:4]=2[CH:3]=1.[CH:31]([S:34](Cl)(=[O:36])=[O:35])([CH3:33])[CH3:32]. The catalyst is N1C=CC=CC=1. The product is [OH:22][C:21]1[C:20]2[C:15](=[N:16][CH:17]=[CH:18][CH:19]=2)[N:14]([CH2:23][CH2:24][CH:25]([CH3:27])[CH3:26])[C:13](=[O:28])[C:12]=1[C:7]1[NH:6][C:5]2[CH:29]=[CH:30][C:2]([NH:1][S:34]([CH:31]([CH3:33])[CH3:32])(=[O:36])=[O:35])=[CH:3][C:4]=2[S:9](=[O:11])(=[O:10])[N:8]=1. The yield is 0.0700. (2) The reactants are O.[NH2:2][NH2:3].[CH3:4][C:5]1[CH:14]=[CH:13][C:8]([C:9]([O:11]C)=O)=[CH:7][C:6]=1[C:15]1[CH:23]=[C:22]2[C:18]([C:19]3([CH2:28][CH2:27][CH2:26][CH2:25]3)[C:20](=[O:24])[NH:21]2)=[CH:17][CH:16]=1. The product is [CH3:4][C:5]1[CH:14]=[CH:13][C:8]([C:9]([NH:2][NH2:3])=[O:11])=[CH:7][C:6]=1[C:15]1[CH:23]=[C:22]2[C:18]([C:19]3([CH2:28][CH2:27][CH2:26][CH2:25]3)[C:20](=[O:24])[NH:21]2)=[CH:17][CH:16]=1. The yield is 0.190. The catalyst is C(O)C.